Dataset: Reaction yield outcomes from USPTO patents with 853,638 reactions. Task: Predict the reaction yield, written as a fraction of the theoretical maximum amount of product (1.0 means a 100% yield; for example, 0.34 means a 34% yield). (1) The yield is 0.410. No catalyst specified. The product is [OH:8][CH2:9][C:10]([N:12]([CH3:13])[CH2:14][C@H:15]([O:17][C:18]1[CH:27]=[CH:26][CH:25]=[C:24]2[C:19]=1[C:20]([NH:28][C:29]1[CH:34]=[CH:33][C:32]([O:35][CH2:2][C:3]3[N:4]=[CH:5][S:6][CH:7]=3)=[C:31]([CH3:36])[CH:30]=1)=[N:21][CH:22]=[N:23]2)[CH3:16])=[O:11]. The reactants are Cl[CH2:2][C:3]1[N:4]=[CH:5][S:6][CH:7]=1.[OH:8][CH2:9][C:10]([N:12]([CH2:14][C@H:15]([O:17][C:18]1[CH:27]=[CH:26][CH:25]=[C:24]2[C:19]=1[C:20]([NH:28][C:29]1[CH:34]=[CH:33][C:32]([OH:35])=[C:31]([CH3:36])[CH:30]=1)=[N:21][CH:22]=[N:23]2)[CH3:16])[CH3:13])=[O:11]. (2) The reactants are [F:1][C:2]([F:35])([F:34])[C:3]1[CH:4]=[C:5]([CH:27]=[C:28]([C:30]([F:33])([F:32])[F:31])[CH:29]=1)[CH2:6][N:7]([C@H:20]1[CH2:24][C@@H:23]([CH2:25][CH3:26])[NH:22][CH2:21]1)[C:8]1[N:13]=[CH:12][C:11]([C:14]2[CH:15]=[N:16][N:17]([CH3:19])[CH:18]=2)=[CH:10][N:9]=1.ClC(Cl)(O[C:40](=[O:46])OC(Cl)(Cl)Cl)Cl.[N:48]1[CH:53]=[CH:52][CH:51]=[CH:50]C=1.[NH4+].[Cl-].N1CCCC1. The catalyst is C(Cl)Cl.CCOC(C)=O. The product is [F:35][C:2]([F:34])([F:1])[C:3]1[CH:4]=[C:5]([CH:27]=[C:28]([C:30]([F:33])([F:32])[F:31])[CH:29]=1)[CH2:6][N:7]([C:8]1[N:9]=[CH:10][C:11]([C:14]2[CH:15]=[N:16][N:17]([CH3:19])[CH:18]=2)=[CH:12][N:13]=1)[C@@H:20]1[CH2:21][N:22]([C:40]([N:48]2[CH2:50][CH2:51][CH2:52][CH2:53]2)=[O:46])[C@H:23]([CH2:25][CH3:26])[CH2:24]1. The yield is 0.360. (3) The reactants are C(OC([NH:8][C:9]1[C:19]([CH3:20])=[C:18]([CH3:21])[C:12]([O:13][CH2:14][C:15]([OH:17])=O)=[C:11]([CH3:22])[C:10]=1[CH3:23])=O)(C)(C)C.C(OC(N[N:32]1[CH2:37][CH2:36][CH:35]([NH:38][CH3:39])[CH2:34][CH2:33]1)=O)(C)(C)C.C(=O)([O-])O.[Na+].FC(F)(F)C(O)=O. The catalyst is C(OCC)(=O)C.C(N(CC)CC)C.ClCCl. The product is [NH2:8][C:9]1[C:10]([CH3:23])=[C:11]([CH3:22])[C:12]([O:13][CH2:14][C:15]([N:38]([CH3:39])[CH:35]2[CH2:36][CH2:37][NH:32][CH2:33][CH2:34]2)=[O:17])=[C:18]([CH3:21])[C:19]=1[CH3:20]. The yield is 0.420. (4) The reactants are [Br:1][C:2]1[CH:7]=[C:6]([NH2:8])[CH:5]=[C:4]([Br:9])[N:3]=1.[C:10]([N:18]=[C:19]=[S:20])(=[O:17])[C:11]1[CH:16]=[CH:15][CH:14]=[CH:13][CH:12]=1. The catalyst is C1COCC1. The product is [C:10]([NH:18][C:19]([NH:8][C:6]1[CH:5]=[C:4]([Br:9])[N:3]=[C:2]([Br:1])[CH:7]=1)=[S:20])(=[O:17])[C:11]1[CH:16]=[CH:15][CH:14]=[CH:13][CH:12]=1. The yield is 0.910. (5) The reactants are [CH2:1](Br)[C:2]1[CH:7]=[CH:6][CH:5]=[CH:4][CH:3]=1.[F:9][C:10]1[CH:11]=[C:12]([NH:21][C:22]([C@@H:24]2[N:33]([C:34]([C@@H:36]3[CH2:39][C@H:38]([CH2:40][C:41]([OH:43])=[O:42])[CH2:37]3)=[O:35])[CH2:32][CH2:31][C:30]3[N:29]=[C:28]([O:44][CH3:45])[CH:27]=[CH:26][C:25]2=3)=[O:23])[CH:13]=[C:14]2[C:18]=1[C:17]([CH3:20])([CH3:19])[CH2:16][CH2:15]2.C(=O)([O-])[O-].[K+].[K+].O. The catalyst is CN(C=O)C.C(OCC)(=O)C.CCCCCC. The product is [F:9][C:10]1[CH:11]=[C:12]([NH:21][C:22]([C@@H:24]2[N:33]([C:34]([C@@H:36]3[CH2:39][C@H:38]([CH2:40][C:41]([O:43][CH2:1][C:2]4[CH:7]=[CH:6][CH:5]=[CH:4][CH:3]=4)=[O:42])[CH2:37]3)=[O:35])[CH2:32][CH2:31][C:30]3[N:29]=[C:28]([O:44][CH3:45])[CH:27]=[CH:26][C:25]2=3)=[O:23])[CH:13]=[C:14]2[C:18]=1[C:17]([CH3:20])([CH3:19])[CH2:16][CH2:15]2. The yield is 0.800. (6) The reactants are [Cl-].O[NH3+:3].[C:4](=[O:7])([O-])[OH:5].[Na+].CS(C)=O.[CH3:13][O:14][C:15]1[CH:16]=[C:17]([N:23]2[C:28](=[O:29])[C:27]([CH2:30][C:31]3[CH:36]=[CH:35][C:34]([C:37]4[C:38]([C:43]#[N:44])=[CH:39][CH:40]=[CH:41][CH:42]=4)=[CH:33][CH:32]=3)=[C:26]([CH2:45][CH2:46][CH3:47])[N:25]3[N:48]=[CH:49][N:50]=[C:24]23)[CH:18]=[CH:19][C:20]=1[O:21][CH3:22]. The catalyst is C(OCC)(=O)C. The product is [CH3:13][O:14][C:15]1[CH:16]=[C:17]([N:23]2[C:28](=[O:29])[C:27]([CH2:30][C:31]3[CH:36]=[CH:35][C:34]([C:37]4[CH:42]=[CH:41][CH:40]=[CH:39][C:38]=4[C:43]4[NH:3][C:4](=[O:7])[O:5][N:44]=4)=[CH:33][CH:32]=3)=[C:26]([CH2:45][CH2:46][CH3:47])[N:25]3[N:48]=[CH:49][N:50]=[C:24]23)[CH:18]=[CH:19][C:20]=1[O:21][CH3:22]. The yield is 0.630. (7) The reactants are [Cl:1][C:2]1[CH:3]=[CH:4][C:5]2[N:6]=[C:7]([NH2:17])[N:8]=[C:9]([N:12]3[CH:16]=NC=N3)[C:10]=2[N:11]=1.N1C[CH2:22][O:21][CH2:20][CH2:19]1. The catalyst is C(Cl)Cl. The product is [Cl:1][C:2]1[CH:3]=[CH:4][C:5]2[N:6]=[C:7]([NH2:17])[N:8]=[C:9]([N:12]3[CH2:16][CH2:22][O:21][CH2:20][CH2:19]3)[C:10]=2[N:11]=1. The yield is 0.990.